Dataset: CYP2C19 inhibition data for predicting drug metabolism from PubChem BioAssay. Task: Regression/Classification. Given a drug SMILES string, predict its absorption, distribution, metabolism, or excretion properties. Task type varies by dataset: regression for continuous measurements (e.g., permeability, clearance, half-life) or binary classification for categorical outcomes (e.g., BBB penetration, CYP inhibition). Dataset: cyp2c19_veith. (1) The molecule is Cc1ccccc1-c1ccc2ncnc(NCCN3CCOCC3)c2c1. The result is 0 (non-inhibitor). (2) The drug is COc1ccc(-n2c(=O)c(-c3cccs3)nc3cnc(N4CCN(C)CC4)nc32)cc1. The result is 0 (non-inhibitor). (3) The compound is COc1ccc(O[C@H]2C=C[C@@H](c3ccccc3)O[C@H]2CO/N=C2\[C@@H]3CCn4c(=O)n(-c5ccccc5)c(=O)n4[C@H]3[C@H](O)[C@H]3O[C@H]23)cc1. The result is 1 (inhibitor). (4) The drug is Cc1cc(N2CCCCC2)nc2ccc(Cc3ccc4nc(N5CCCCC5)cc(C)c4c3)cc12. The result is 0 (non-inhibitor). (5) The compound is O=C1CC(c2cccs2)c2cc3c(cc2N1)OCO3. The result is 1 (inhibitor). (6) The molecule is CC(C)C(=O)Nc1sc2c(c1-c1nc3ccccc3[nH]1)CCCC2. The result is 1 (inhibitor). (7) The molecule is S=c1[nH]nc(C23CC4CC(CC(C4)C2)C3)n1Cc1ccco1. The result is 1 (inhibitor). (8) The compound is C[C@@]12CC[C@H]3[C@@H](CC[C@]4(O)C[C@H](O)CC[C@@]34C=O)[C@]1(O)CC[C@@H]2C1=CC(=O)OC1. The result is 0 (non-inhibitor).